The task is: Predict which catalyst facilitates the given reaction.. This data is from Catalyst prediction with 721,799 reactions and 888 catalyst types from USPTO. Reactant: [F:1][C:2]1[CH:7]=[CH:6][CH:5]=[C:4]([F:8])[C:3]=1[N:9]1[C:14]2[N:15]=[C:16]([N:29]3[CH2:34][CH2:33][CH:32]([N:35]4[CH2:40][CH2:39][CH:38]([CH3:41])[CH2:37][CH2:36]4)[CH2:31][CH2:30]3)[N:17]=[C:18]([C:19]3[CH:20]=[C:21]([CH:25]=[CH:26][C:27]=3[CH3:28])[C:22](O)=[O:23])[C:13]=2[CH:12]=[CH:11][C:10]1=[O:42].CN(C(ON1N=[N:58][C:53]2[CH:54]=[CH:55][CH:56]=[CH:57]C1=2)=[N+](C)C)C.F[P-](F)(F)(F)(F)F.C(N(CC)CC)C.C1(N)CCCC1. Product: [CH:53]1([NH:58][C:22](=[O:23])[C:21]2[CH:25]=[CH:26][C:27]([CH3:28])=[C:19]([C:18]3[C:13]4[CH:12]=[CH:11][C:10](=[O:42])[N:9]([C:3]5[C:2]([F:1])=[CH:7][CH:6]=[CH:5][C:4]=5[F:8])[C:14]=4[N:15]=[C:16]([N:29]4[CH2:34][CH2:33][CH:32]([N:35]5[CH2:36][CH2:37][CH:38]([CH3:41])[CH2:39][CH2:40]5)[CH2:31][CH2:30]4)[N:17]=3)[CH:20]=2)[CH2:54][CH2:55][CH2:56][CH2:57]1. The catalyst class is: 3.